Dataset: Full USPTO retrosynthesis dataset with 1.9M reactions from patents (1976-2016). Task: Predict the reactants needed to synthesize the given product. (1) The reactants are: C1([OH:11])C2C(=CC=CC=2)C=CC=1.[CH2:12]([P:16]([CH2:21][CH2:22][CH2:23][CH3:24])[CH2:17][CH2:18][CH2:19][CH3:20])[CH2:13][CH2:14][CH3:15]. Given the product [CH2:21]([P:16](=[O:11])([CH2:12][CH2:13][CH2:14][CH3:15])[CH2:17][CH2:18][CH2:19][CH3:20])[CH2:22][CH2:23][CH3:24], predict the reactants needed to synthesize it. (2) Given the product [Br:19][C:20]1[CH:35]=[CH:34][C:23]2[N:24]([C:47]([C:44]3[CH:45]=[CH:46][C:40]4[O:39][CH2:38][C:37](=[O:36])[NH:42][C:41]=4[CH:43]=3)=[O:48])[CH:25]([CH2:28][C:29]([O:31][CH2:32][CH3:33])=[O:30])[CH2:26][O:27][C:22]=2[CH:21]=1, predict the reactants needed to synthesize it. The reactants are: C(P1(=O)OP(CCC)(=O)OP(CCC)(=O)O1)CC.[Br:19][C:20]1[CH:35]=[CH:34][C:23]2[NH:24][CH:25]([CH2:28][C:29]([O:31][CH2:32][CH3:33])=[O:30])[CH2:26][O:27][C:22]=2[CH:21]=1.[O:36]=[C:37]1[NH:42][C:41]2[CH:43]=[C:44]([C:47](O)=[O:48])[CH:45]=[CH:46][C:40]=2[O:39][CH2:38]1. (3) Given the product [C:42]([NH:45][CH:46]1[CH2:47][CH2:48][N:49]([CH2:52][CH2:53][C:54]([NH:1][CH2:2][C:3]([N:5]([C:7]2[CH:12]=[CH:11][C:10]([Cl:13])=[C:9]([CH2:14][O:15][C:16]3[C:24]4[N:23]=[C:22]([O:25][CH3:26])[N:21]([CH2:27][C:28]5[CH:33]=[CH:32][CH:31]=[CH:30][N:29]=5)[C:20]=4[CH:19]=[CH:18][CH:17]=3)[C:8]=2[Cl:34])[CH3:6])=[O:4])=[O:55])[CH2:50][CH2:51]1)(=[O:44])[CH3:43], predict the reactants needed to synthesize it. The reactants are: [NH2:1][CH2:2][C:3]([N:5]([C:7]1[CH:12]=[CH:11][C:10]([Cl:13])=[C:9]([CH2:14][O:15][C:16]2[C:24]3[N:23]=[C:22]([O:25][CH3:26])[N:21]([CH2:27][C:28]4[CH:33]=[CH:32][CH:31]=[CH:30][N:29]=4)[C:20]=3[CH:19]=[CH:18][CH:17]=2)[C:8]=1[Cl:34])[CH3:6])=[O:4].C(N(CC)CC)C.[C:42]([NH:45][CH:46]1[CH2:51][CH2:50][N:49]([CH2:52][CH2:53][C:54](O)=[O:55])[CH2:48][CH2:47]1)(=[O:44])[CH3:43].CN(C(ON1N=NC2C=CC=CC1=2)=[N+](C)C)C.F[P-](F)(F)(F)(F)F.